Regression/Classification. Given a drug SMILES string, predict its absorption, distribution, metabolism, or excretion properties. Task type varies by dataset: regression for continuous measurements (e.g., permeability, clearance, half-life) or binary classification for categorical outcomes (e.g., BBB penetration, CYP inhibition). Dataset: cyp2d6_veith. From a dataset of CYP2D6 inhibition data for predicting drug metabolism from PubChem BioAssay. (1) The compound is C=CCNc1sc(C(=O)c2ccc(C)cc2)c(N)c1C#N. The result is 0 (non-inhibitor). (2) The drug is COc1cccc(CNC(=O)CCNC(=O)Cn2ccc3ccccc3c2=O)c1. The result is 0 (non-inhibitor).